Dataset: Reaction yield outcomes from USPTO patents with 853,638 reactions. Task: Predict the reaction yield, written as a fraction of the theoretical maximum amount of product (1.0 means a 100% yield; for example, 0.34 means a 34% yield). (1) The reactants are [C:1]([O:4][C:5]1[CH:13]=[CH:12][C:11]([Br:14])=[CH:10][C:6]=1[C:7]([OH:9])=O)(=[O:3])[CH3:2].[NH2:15][C:16]1[O:17][C:18]([CH2:23][CH3:24])=[C:19]([CH2:21][CH3:22])[N:20]=1. No catalyst specified. The product is [C:1]([O:4][C:5]1[CH:13]=[CH:12][C:11]([Br:14])=[CH:10][C:6]=1[C:7]([NH:15][C:16]1[O:17][C:18]([CH2:23][CH3:24])=[C:19]([CH2:21][CH3:22])[N:20]=1)=[O:9])(=[O:3])[CH3:2]. The yield is 0.220. (2) The reactants are [CH2:1]([N:6]1[C:14]2[N:13]=[CH:12][NH:11][C:10]=2[C:9](=[O:15])[N:8]2[C:16]([CH2:19][CH2:20][CH2:21][C:22]3[O:26][N:25]=[C:24]([C:27]4[CH:32]=[CH:31][CH:30]=[CH:29][CH:28]=4)[N:23]=3)=[N:17][N:18]=[C:7]12)[CH2:2][CH2:3][CH2:4][CH3:5].[Br:33]N1C(=O)CCC1=O. The product is [Br:33][C:12]1[NH:11][C:10]2[C:9](=[O:15])[N:8]3[C:16]([CH2:19][CH2:20][CH2:21][C:22]4[O:26][N:25]=[C:24]([C:27]5[CH:32]=[CH:31][CH:30]=[CH:29][CH:28]=5)[N:23]=4)=[N:17][N:18]=[C:7]3[N:6]([CH2:1][CH2:2][CH2:3][CH2:4][CH3:5])[C:14]=2[N:13]=1. The yield is 0.210. The catalyst is C1COCC1. (3) The reactants are [Cl:1][C:2]1[C:3]([O:12][C:13]2[CH:18]=[C:17]([O:19][CH2:20][CH2:21][O:22][CH3:23])[CH:16]=[CH:15][C:14]=2/[CH:24]=[CH:25]\[C:26]([OH:28])=O)=[N:4][CH:5]=[C:6]([C:8]([F:11])([F:10])[F:9])[CH:7]=1.C(N=C=NCCCN(C)C)C.[CH2:40]([S:45]([NH2:48])(=[O:47])=[O:46])[CH2:41][CH2:42][CH2:43][CH3:44].Cl. The catalyst is ClCCl.CN(C)C1C=CN=CC=1.C(OCC)(=O)C. The product is [Cl:1][C:2]1[C:3]([O:12][C:13]2[CH:18]=[C:17]([O:19][CH2:20][CH2:21][O:22][CH3:23])[CH:16]=[CH:15][C:14]=2/[CH:24]=[CH:25]\[C:26]([NH:48][S:45]([CH2:40][CH2:41][CH2:42][CH2:43][CH3:44])(=[O:47])=[O:46])=[O:28])=[N:4][CH:5]=[C:6]([C:8]([F:9])([F:10])[F:11])[CH:7]=1. The yield is 0.350. (4) The reactants are [CH3:1][O:2][C:3]1[CH:8]=[CH:7][C:6]([N+:9]([O-:11])=[O:10])=[CH:5][C:4]=1[C:12]1[N:16]([CH3:17])[N:15]=[CH:14][CH:13]=1.[B-](F)(F)(F)[F:19].[B-](F)(F)(F)F.C1[N+]2(CCl)CC[N+](F)(CC2)C1. The catalyst is C(#N)C. The product is [F:19][C:13]1[CH:14]=[N:15][N:16]([CH3:17])[C:12]=1[C:4]1[CH:5]=[C:6]([N+:9]([O-:11])=[O:10])[CH:7]=[CH:8][C:3]=1[O:2][CH3:1]. The yield is 0.330.